This data is from Catalyst prediction with 721,799 reactions and 888 catalyst types from USPTO. The task is: Predict which catalyst facilitates the given reaction. (1) The catalyst class is: 138. Reactant: COC1C=C(OC)C=CC=1C[N:6]([C:33]1[CH:38]=[CH:37][N:36]=[CH:35][N:34]=1)[S:7]([C:10]1[CH:15]=[C:14]([CH3:16])[C:13]([O:17][C@H:18]2[CH2:23][CH2:22][CH2:21][CH2:20][C@@H:19]2[C:24]2[CH:25]=[N:26][N:27](COC)[CH:28]=2)=[CH:12][C:11]=1[F:32])(=[O:9])=[O:8].C([SiH](CC)CC)C.FC(F)(F)C(O)=O.Cl. Product: [F:32][C:11]1[CH:12]=[C:13]([O:17][C@H:18]2[CH2:23][CH2:22][CH2:21][CH2:20][C@@H:19]2[C:24]2[CH:25]=[N:26][NH:27][CH:28]=2)[C:14]([CH3:16])=[CH:15][C:10]=1[S:7]([NH:6][C:33]1[CH:38]=[CH:37][N:36]=[CH:35][N:34]=1)(=[O:8])=[O:9]. (2) Reactant: O[CH2:2][C:3]1[CH:4]=[C:5]([CH:10]=[C:11]([CH3:13])[CH:12]=1)[C:6]([O:8][CH3:9])=[O:7].CS(Cl)(=O)=O.[CH3:19][NH:20][CH2:21][CH2:22][CH2:23][CH3:24]. Product: [CH2:21]([N:20]([CH2:2][C:3]1[CH:4]=[C:5]([CH:10]=[C:11]([CH3:13])[CH:12]=1)[C:6]([O:8][CH3:9])=[O:7])[CH3:19])[CH2:22][CH2:23][CH3:24]. The catalyst class is: 2. (3) Reactant: [O:1]1CCCO[CH:2]1[CH2:7][CH2:8][CH:9]1[CH2:14][CH2:13][N:12]([C:15]2[CH:45]=[CH:44][C:18]([C:19]([NH:21][S:22]([C:25]3[CH:30]=[CH:29][C:28]([NH:31][CH2:32][CH2:33][S:34][C:35]4[CH:40]=[CH:39][CH:38]=[CH:37][CH:36]=4)=[C:27]([N+:41]([O-:43])=[O:42])[CH:26]=3)(=[O:24])=[O:23])=[O:20])=[CH:17][CH:16]=2)[CH2:11][CH2:10]1.C(O)(C(F)(F)F)=O. Product: [N+:41]([C:27]1[CH:26]=[C:25]([S:22]([NH:21][C:19](=[O:20])[C:18]2[CH:44]=[CH:45][C:15]([N:12]3[CH2:11][CH2:10][CH:9]([CH2:8][CH2:7][CH:2]=[O:1])[CH2:14][CH2:13]3)=[CH:16][CH:17]=2)(=[O:24])=[O:23])[CH:30]=[CH:29][C:28]=1[NH:31][CH2:32][CH2:33][S:34][C:35]1[CH:36]=[CH:37][CH:38]=[CH:39][CH:40]=1)([O-:43])=[O:42]. The catalyst class is: 46. (4) Reactant: [Si]([O:8][CH2:9][C:10]1[CH:15]=[C:14]([CH2:16][CH3:17])[N:13]=[C:12]([NH:18][C:19]2[S:20][C:21]([C:24]#[N:25])=[CH:22][N:23]=2)[CH:11]=1)(C(C)(C)C)(C)C.N1C=CC=CC=1.F. Product: [CH2:16]([C:14]1[N:13]=[C:12]([NH:18][C:19]2[S:20][C:21]([C:24]#[N:25])=[CH:22][N:23]=2)[CH:11]=[C:10]([CH2:9][OH:8])[CH:15]=1)[CH3:17]. The catalyst class is: 1. (5) Reactant: [NH2:1][C:2]1[CH:3]=[CH:4][C:5]2[N:6]([CH:8]=[CH:9][C:10](=[O:20])[C:11]=2[C:12]2[C:17]([F:18])=[CH:16][CH:15]=[CH:14][C:13]=2[F:19])[N:7]=1.C(N(CC)CC)C.[F:28][C:29]1[CH:34]=[CH:33][CH:32]=[CH:31][C:30]=1[N:35]=[C:36]=[O:37]. Product: [F:18][C:17]1[CH:16]=[CH:15][CH:14]=[C:13]([F:19])[C:12]=1[C:11]1[C:10](=[O:20])[CH:9]=[CH:8][N:6]2[C:5]=1[CH:4]=[CH:3][C:2]([NH:1][C:36]([NH:35][C:30]1[CH:31]=[CH:32][CH:33]=[CH:34][C:29]=1[F:28])=[O:37])=[N:7]2. The catalyst class is: 11. (6) Reactant: [Cl:1][C:2]1[CH:7]=[CH:6][C:5]([C:8]2[C:9]([C:18]3[CH:23]=[CH:22][N:21]=[CH:20][CH:19]=3)=[N:10][C:11]3[N:12]([C:14](=[O:17])[NH:15][N:16]=3)[CH:13]=2)=[CH:4][CH:3]=1.C([O-])([O-])=O.[K+].[K+].Cl[CH2:31][C:32]1[CH:33]=[CH:34][C:35]([C:38]([F:41])([F:40])[F:39])=[N:36][CH:37]=1. Product: [Cl:1][C:2]1[CH:7]=[CH:6][C:5]([C:8]2[C:9]([C:18]3[CH:23]=[CH:22][N:21]=[CH:20][CH:19]=3)=[N:10][C:11]3[N:12]([C:14](=[O:17])[N:15]([CH2:31][C:32]4[CH:37]=[N:36][C:35]([C:38]([F:41])([F:39])[F:40])=[CH:34][CH:33]=4)[N:16]=3)[CH:13]=2)=[CH:4][CH:3]=1. The catalyst class is: 18. (7) Reactant: Br[C:2]1[CH:11]=[C:10]2[C:5]([C:6](=[O:34])[N:7]([C:26]3[CH:31]=[CH:30][C:29]([O:32][CH3:33])=[CH:28][CH:27]=3)[C:8]3([CH2:16][CH2:15][N:14]([CH2:17][C:18]4[CH:23]=[CH:22][C:21]([F:24])=[C:20]([F:25])[CH:19]=4)[CH2:13][CH2:12]3)[NH:9]2)=[CH:4][CH:3]=1.[NH:35]1[CH2:40][CH2:39][CH2:38][CH2:37][CH2:36]1.C1(P(C2CCCCC2)C2C=CC=CC=2C2C(C(C)C)=CC(C(C)C)=CC=2C(C)C)CCCCC1.C(=O)([O-])[O-].[Cs+].[Cs+]. Product: [F:25][C:20]1[CH:19]=[C:18]([CH:23]=[CH:22][C:21]=1[F:24])[CH2:17][N:14]1[CH2:13][CH2:12][C:8]2([N:7]([C:26]3[CH:31]=[CH:30][C:29]([O:32][CH3:33])=[CH:28][CH:27]=3)[C:6](=[O:34])[C:5]3[C:10](=[CH:11][C:2]([N:35]4[CH2:40][CH2:39][CH2:38][CH2:37][CH2:36]4)=[CH:3][CH:4]=3)[NH:9]2)[CH2:16][CH2:15]1. The catalyst class is: 584.